From a dataset of Forward reaction prediction with 1.9M reactions from USPTO patents (1976-2016). Predict the product of the given reaction. (1) Given the reactants [CH:1]([C:4]1[CH:5]=[C:6]([CH:19]=[CH:20][C:21]=1[O:22][CH3:23])[O:7][C:8]1[C:16]([Cl:17])=[CH:15][C:11]([CH:12]=[N:13][OH:14])=[CH:10][C:9]=1[Cl:18])([CH3:3])[CH3:2].C([O-])([O-])=O.[Cs+].[Cs+].[CH3:30][CH2:31][O:32][C:33]([CH2:35]Br)=[O:34], predict the reaction product. The product is: [Cl:18][C:9]1[CH:10]=[C:11]([CH:15]=[C:16]([Cl:17])[C:8]=1[O:7][C:6]1[CH:19]=[CH:20][C:21]([O:22][CH3:23])=[C:4]([CH:1]([CH3:3])[CH3:2])[CH:5]=1)[CH:12]=[N:13][O:14][CH2:35][C:33]([O:32][CH2:31][CH3:30])=[O:34]. (2) Given the reactants [F:1][C:2]1[CH:7]=[CH:6][C:5]([C:8](=[O:20])[CH2:9][C:10]2[CH:15]=[CH:14][N:13]=[C:12]([NH:16][CH:17]([CH3:19])[CH3:18])[N:11]=2)=[CH:4][CH:3]=1.[CH3:21][N:22]([CH3:25])[CH:23]=O, predict the reaction product. The product is: [CH3:21][N:22]([CH3:25])[CH:23]=[C:9]([C:10]1[CH:15]=[CH:14][N:13]=[C:12]([NH:16][CH:17]([CH3:18])[CH3:19])[N:11]=1)[C:8]([C:5]1[CH:6]=[CH:7][C:2]([F:1])=[CH:3][CH:4]=1)=[O:20]. (3) Given the reactants [H-].[Na+].[OH:3][CH:4]1[CH2:9][CH2:8][S:7][CH2:6][CH2:5]1.Cl.[Cl:11][C:12]1[CH:13]=[C:14]([CH:27]=[CH:28][C:29]=1[F:30])[NH:15][C:16]1[C:25]2[C:20](=[CH:21][CH:22]=[CH:23][C:24]=2F)[N:19]=[CH:18][N:17]=1, predict the reaction product. The product is: [Cl:11][C:12]1[CH:13]=[C:14]([CH:27]=[CH:28][C:29]=1[F:30])[NH:15][C:16]1[C:25]2[C:20](=[CH:21][CH:22]=[CH:23][C:24]=2[O:3][CH:4]2[CH2:9][CH2:8][S:7][CH2:6][CH2:5]2)[N:19]=[CH:18][N:17]=1. (4) The product is: [CH3:26][N:1]1[CH:6]=[C:5]([C:7]2[C:8]([C:16]3[CH:17]=[CH:18][CH:19]=[CH:20][CH:21]=3)=[N:9][N:10]3[CH:15]=[CH:14][N:13]=[CH:12][C:11]=23)[CH:4]=[CH:3][C:2]1=[O:22]. Given the reactants [NH:1]1[CH:6]=[C:5]([C:7]2[C:8]([C:16]3[CH:21]=[CH:20][CH:19]=[CH:18][CH:17]=3)=[N:9][N:10]3[CH:15]=[CH:14][N:13]=[CH:12][C:11]=23)[CH:4]=[CH:3][C:2]1=[O:22].[H-].[Na+].I[CH3:26].[Na+].[Cl-], predict the reaction product. (5) Given the reactants Br[CH2:2][C:3]([C:5]1[CH:10]=[CH:9][C:8]([O:11][CH2:12][C:13]2[CH:18]=[CH:17][CH:16]=[CH:15][CH:14]=2)=[C:7]([F:19])[CH:6]=1)=[O:4].[N-:20]=[N+:21]=[N-:22].[Na+], predict the reaction product. The product is: [N:20]([CH2:2][C:3]([C:5]1[CH:10]=[CH:9][C:8]([O:11][CH2:12][C:13]2[CH:18]=[CH:17][CH:16]=[CH:15][CH:14]=2)=[C:7]([F:19])[CH:6]=1)=[O:4])=[N+:21]=[N-:22].